This data is from Experimentally validated miRNA-target interactions with 360,000+ pairs, plus equal number of negative samples. The task is: Binary Classification. Given a miRNA mature sequence and a target amino acid sequence, predict their likelihood of interaction. (1) The miRNA is rno-miR-409a-3p with sequence AAUGUUGCUCGGUGAACCCC. The protein sequence of the target gene is MDNMSITNTPTSNDACLSIVHSLMCHRQGGESETFAKRAIESLVKKLKEKKDELDSLITAITTNGAHPSKCVTIQRTLDGRLQVAGRKGFPHVIYARLWRWPDLHKNELKHVKYCQYAFDLKCDSVCVNPYHYERVVSPGIDLSGLTLQSNAPSMLVKDEYVHDFEGQPSLPTEGHSIQTIQHPPSNRASTETYSAPALLAPAESNATSTTNFPNIPVASTSQPASILAGSHSEGLLQIASGPQPGQQQNGFTAQPATYHHNSTTTWTGSRTAPYTPNLPHHQNGHLQHHPPMPPHPGHY.... Result: 0 (no interaction). (2) The miRNA is hsa-miR-610 with sequence UGAGCUAAAUGUGUGCUGGGA. The protein sequence of the target gene is MLPGRLCWVPLLLALGVGSGSGGGGDSRQRRLLAAKVNKHKPWIETSYHGVITENNDTVILDPPLVALDKDAPVPFAGEICAFKIHGQELPFEAVVLNKTSGEGRLRAKSPIDCELQKEYTFIIQAYDCGAGPHETAWKKSHKAVVHIQVKDVNEFAPTFKEPAYKAVVTEGKIYDSILQVEAIDEDCSPQYSQICNYEIVTTDVPFAIDRNGNIRNTEKLSYDKQHQYEILVTAYDCGQKPAAQDTLVQVDVKPVCKPGWQDWTKRIEYQPGSGSMPLFPSIHLETCDGAVSSLQIVTE.... Result: 0 (no interaction). (3) The miRNA is hsa-miR-519c-3p with sequence AAAGUGCAUCUUUUUAGAGGAU. The protein sequence of the target gene is MTTDEGAKNNEESPTATVAEQGEDITSKKDRGVLKIVKRVGNGEETPMIGDKVYVHYKGKLSNGKKFDSSHDRNEPFVFSLGKGQVIKAWDIGVATMKKGEICHLLCKPEYAYGSAGSLPKIPSNATLFFEIELLDFKGEDLFEDGGIIRRTKRKGEGYSNPNEGATVEIHLEGRCGGRMFDCRDVAFTVGEGEDHDIPIGIDKALEKMQREEQCILYLGPRYGFGEAGKPKFGIEPNAELIYEVTLKSFEKAKESWEMDTKEKLEQAAIVKEKGTVYFKGGKYMQAVIQYGKIVSWLEM.... Result: 0 (no interaction). (4) The miRNA is hsa-miR-3660 with sequence ACUGACAGGAGAGCAUUUUGA. The protein sequence of the target gene is MALSTRTQAACLLLLLLASLSSTTYLHQQMRQTTELQPLHGEESRADIAIPMQKRRKRDTNFPICIFCCKCCNNSQCGICCKT. Result: 0 (no interaction). (5) The miRNA is hsa-miR-539-3p with sequence AUCAUACAAGGACAAUUUCUUU. The protein sequence of the target gene is MKAPGRLVLIILCSVVFSAVYILLCCWAGLPLCLATCLDHHFPTGSRPTVPGPLHFSGYSSVPDGKPLVREPCRSCAVVSSSGQMLGSGLGAEIDSAECVFRMNQAPTVGFEADVGQRSTLRVVSHTSVPLLLRNYSHYFQKARDTLYMVWGQGRHMDRVLGGRTYRTLLQLTRMYPGLQVYTFTERMMAYCDQIFQDETGKNRRQSGSFLSTGWFTMILALELCEEIVVYGMVSDSYCREKSHPSVPYHYFEKGRLDECQMYLAHEQAPRSAHRFITEKAVFSRWAKKRPIVFAHPSWR.... Result: 0 (no interaction). (6) The protein sequence of the target gene is MMPLLHLAGTLIMALFLSCLRPGSLNPCIEVLPNITYQCMDQNLSKIPHDIPYSTKNLDLSFNPLKILRSYSFTNFSQLQWLDLSRCEIETIEDKAWHGLNQLSTLVLTGNPIKSFSPGSFSGLTNLENLVAVETKMTSLEGFHIGQLISLKKLNVAHNLIHSFKLPEYFSNLTNLEHVDLSYNYIQTISVKDLQFLRENPQVNLSLDLSLNPIDSIQAQAFQGIRLHELTLRSNFNSSNVLKMCLQNMTGLHVHRLILGEFKNERNLESFDRSVMEGLCNVSIDEFRLTYINHFSDDIY.... Result: 0 (no interaction). The miRNA is hsa-miR-3141 with sequence GAGGGCGGGUGGAGGAGGA. (7) Result: 1 (interaction). The protein sequence of the target gene is MLSGAAGAARRGGAALAPSLTRSLAGTHAGADSCAGADKGSHKETIEERDKRQQRQQRQRQHQGCGAAGSGSDSPTSGPHPVPVLFPLALSLEEQPLPPLPLGRAPGLLAREGQGREALASPSSRGQMPIEIVCKIKFAEEDAKPKEKEAGDEQSLLGAVAPGAAPRDLATFASTSTLHGLGRACGPGPHGLRRTLWALALLTSLAAFLYQAAGLARGYLTRPHLVAMDPAAPAPVAGFPAVTLCNINRFRHSALSDADIFHLANLTGLPPKDRDGHRAAGLRYPEPDMVDILNRTGHQL.... The miRNA is hsa-miR-3183 with sequence GCCUCUCUCGGAGUCGCUCGGA. (8) The miRNA is hsa-miR-107 with sequence AGCAGCAUUGUACAGGGCUAUCA. The protein sequence of the target gene is MQYLNIKEDCNAMAFCAKMRSSKKTEVNLEAPEPGVEVIFYLSDREPLRLGSGEYTAEELCIRAAQACRISPLCHNLFALYDENTKLWYAPNRTITVDDKMSLRLHYRMRFYFTNWHGTNDNEQSVWRHSPKKQKNGYEKKKIPDATPLLDASSLEYLFAQGQYDLVKCLAPIRDPKTEQDGHDIENECLGMAVLAISHYAMMKKMQLPELPKDISYKRYIPETLNKSIRQRNLLTRMRINNVFKDFLKEFNNKTICDSSVSTHDLKVKYLATLETLTKHYGAEIFETSMLLISSENEMN.... Result: 1 (interaction). (9) The miRNA is mmu-miR-669a-3p with sequence ACAUAACAUACACACACACGUAU. The protein sequence of the target gene is MRAPGAGAASVVSLALLWLLGLPWTWSAAAALGVYVGSGGWRFLRIVCKTARRDLFGLSVLIRVRLELRRHQRAGHTIPRIFQAVVQRQPERLALVDAGTGECWTFAQLDAYSNAVANLFRQLGFAPGDVVAIFLEGRPEFVGLWLGLAKAGMEAALLNVNLRREPLAFCLGTSGAKALIFGGEMVAAVAEVSGHLGKSLIKFCSGDLGPEGILPDTHLLDPLLKEASTAPLAQIPSKGMDDRLFYIYTSGTTGLPKAAIVVHSRYYRMAAFGHHAYRMQAADVLYDCLPLYHSAGNIIG.... Result: 0 (no interaction).